This data is from Catalyst prediction with 721,799 reactions and 888 catalyst types from USPTO. The task is: Predict which catalyst facilitates the given reaction. Reactant: Br[C:2]1[CH:10]=[CH:9][CH:8]=[C:7]2[C:3]=1[CH2:4][CH2:5][N:6]2[S:11]([C:14]1[CH:19]=[C:18]([CH3:20])[CH:17]=[CH:16][C:15]=1[O:21][CH3:22])(=[O:13])=[O:12].[CH2:23]([Sn](CCCC)(CCCC)C=C)[CH2:24]CC. Product: [CH3:22][O:21][C:15]1[CH:16]=[CH:17][C:18]([CH3:20])=[CH:19][C:14]=1[S:11]([N:6]1[C:7]2[C:3](=[C:2]([CH:23]=[CH2:24])[CH:10]=[CH:9][CH:8]=2)[CH2:4][CH2:5]1)(=[O:13])=[O:12]. The catalyst class is: 11.